From a dataset of NCI-60 drug combinations with 297,098 pairs across 59 cell lines. Regression. Given two drug SMILES strings and cell line genomic features, predict the synergy score measuring deviation from expected non-interaction effect. Drug 1: COC1=C(C=C2C(=C1)N=CN=C2NC3=CC(=C(C=C3)F)Cl)OCCCN4CCOCC4. Drug 2: N.N.Cl[Pt+2]Cl. Cell line: SR. Synergy scores: CSS=13.8, Synergy_ZIP=-0.429, Synergy_Bliss=0.613, Synergy_Loewe=-11.4, Synergy_HSA=1.48.